Dataset: Catalyst prediction with 721,799 reactions and 888 catalyst types from USPTO. Task: Predict which catalyst facilitates the given reaction. Reactant: [C:1]([C@H:5]1[C:23](=[O:24])[N:22]2[CH2:25][C@@H:19]([CH2:20][C@H:21]2[C:26](O)=[O:27])[O:18][C:17]2[N:29]=[CH:30][CH:31]=[CH:32][C:16]=2[CH:15]=[CH:14][CH2:13][CH2:12][CH2:11][CH2:10][CH2:9][O:8][C:7](=[O:33])[NH:6]1)([CH3:4])([CH3:3])[CH3:2].Cl.[NH2:35][C@:36]1([C:41]([NH:43][S:44]([CH:47]2[CH2:49][CH2:48]2)(=[O:46])=[O:45])=[O:42])[CH2:38][C@H:37]1[CH2:39][CH3:40].CCN(C(C)C)C(C)C.CN(C(ON1N=NC2C=CC=NC1=2)=[N+](C)C)C.F[P-](F)(F)(F)(F)F. Product: [C:1]([C@H:5]1[C:23](=[O:24])[N:22]2[CH2:25][C@@H:19]([CH2:20][C@H:21]2[C:26]([NH:35][C@:36]2([C:41]([NH:43][S:44]([CH:47]3[CH2:49][CH2:48]3)(=[O:46])=[O:45])=[O:42])[CH2:38][C@H:37]2[CH2:39][CH3:40])=[O:27])[O:18][C:17]2[N:29]=[CH:30][CH:31]=[CH:32][C:16]=2[CH:15]=[CH:14][CH2:13][CH2:12][CH2:11][CH2:10][CH2:9][O:8][C:7](=[O:33])[NH:6]1)([CH3:3])([CH3:2])[CH3:4]. The catalyst class is: 3.